From a dataset of Reaction yield outcomes from USPTO patents with 853,638 reactions. Predict the reaction yield, written as a fraction of the theoretical maximum amount of product (1.0 means a 100% yield; for example, 0.34 means a 34% yield). The reactants are [Mg].II.Br[CH2:5][C:6]([CH3:9])([CH3:8])[CH3:7].[Br-].[CH3:11][O:12][C:13](=[O:22])[C:14]1[CH:19]=[CH:18][C:17]([CH:20]=[O:21])=[CH:16][CH:15]=1. The catalyst is C1COCC1. The product is [CH3:11][O:12][C:13](=[O:22])[C:14]1[CH:19]=[CH:18][C:17]([CH:20]([OH:21])[CH2:5][C:6]([CH3:9])([CH3:8])[CH3:7])=[CH:16][CH:15]=1. The yield is 0.370.